This data is from Forward reaction prediction with 1.9M reactions from USPTO patents (1976-2016). The task is: Predict the product of the given reaction. (1) Given the reactants [NH2:1][C:2]1[CH:10]=[CH:9][CH:8]=[CH:7][C:3]=1[C:4]([NH2:6])=[O:5].[OH:11][C:12]1[CH:19]=[CH:18][C:15]([CH:16]=O)=[CH:14][CH:13]=1, predict the reaction product. The product is: [OH:11][C:12]1[CH:19]=[CH:18][C:15]([C:16]2[NH:6][C:4](=[O:5])[C:3]3[C:2](=[CH:10][CH:9]=[CH:8][CH:7]=3)[N:1]=2)=[CH:14][CH:13]=1. (2) Given the reactants [NH2:1][C:2]1[S:6][CH:5]=[C:4]([C:7]([O:9][CH3:10])=[O:8])[C:3]=1[CH3:11].[C:12](O)(=O)[CH3:13].[O:16]1[CH2:21][CH2:20][C:19](=O)[CH2:18][CH2:17]1.[BH-](OC(C)=O)(OC(C)=O)OC(C)=O.[Na+].C(=O)C, predict the reaction product. The product is: [CH2:12]([N:1]([CH:19]1[CH2:20][CH2:21][O:16][CH2:17][CH2:18]1)[C:2]1[S:6][CH:5]=[C:4]([C:7]([O:9][CH3:10])=[O:8])[C:3]=1[CH3:11])[CH3:13]. (3) Given the reactants Cl.[CH2:2]([O:4][C:5](=[O:13])[C@@H:6]([NH2:12])[CH2:7][CH:8]([CH3:11])[CH2:9][CH3:10])[CH3:3].C(N(CC)C(C)C)(C)C.[Cl:23][C:24]1[CH:57]=[CH:56][CH:55]=[CH:54][C:25]=1[O:26][C:27]1[CH2:31]N([C@@H](CC2CCCCC2)C(NC2C=CN(CC(O)(C)C)N=2)=O)[C:29](=[O:53])[CH:28]=1, predict the reaction product. The product is: [CH2:2]([O:4][C:5](=[O:13])[C@@H:6]([N:12]1[CH2:31][C:27]([O:26][C:25]2[CH:54]=[CH:55][CH:56]=[CH:57][C:24]=2[Cl:23])=[CH:28][C:29]1=[O:53])[CH2:7][CH:8]([CH3:11])[CH2:9][CH3:10])[CH3:3]. (4) Given the reactants [F:1][CH:2]([F:28])[O:3][C:4]1[CH:27]=[CH:26][CH:25]=[CH:24][C:5]=1[C:6]([NH:8][CH2:9][C:10]1[N:11]=[C:12]([C:15]2[CH:20]=[CH:19][C:18]([O:21][CH3:22])=[C:17]([OH:23])[CH:16]=2)[O:13][CH:14]=1)=[O:7].[CH2:29](Br)[CH:30]=[CH2:31], predict the reaction product. The product is: [CH2:31]([O:23][C:17]1[CH:16]=[C:15]([C:12]2[O:13][CH:14]=[C:10]([CH2:9][NH:8][C:6](=[O:7])[C:5]3[CH:24]=[CH:25][CH:26]=[CH:27][C:4]=3[O:3][CH:2]([F:1])[F:28])[N:11]=2)[CH:20]=[CH:19][C:18]=1[O:21][CH3:22])[CH:30]=[CH2:29]. (5) Given the reactants [C:1]([NH:7][C@@H:8]([CH2:14][C:15]1[CH:20]=[CH:19][CH:18]=[CH:17][CH:16]=1)[C:9]([O:11]CC)=[O:10])(=[O:6])[CH2:2][CH2:3][CH2:4][CH3:5].[OH-].[Na+], predict the reaction product. The product is: [C:1]([NH:7][C@H:8]([C:9]([OH:11])=[O:10])[CH2:14][C:15]1[CH:16]=[CH:17][CH:18]=[CH:19][CH:20]=1)(=[O:6])[CH2:2][CH2:3][CH2:4][CH3:5]. (6) Given the reactants FC(F)(F)C(O)=O.[CH3:8][O:9][C:10]1[CH:29]=[C:28]([N+:30]([O-:32])=[O:31])[CH:27]=[CH:26][C:11]=1[O:12][CH:13]1[CH2:18][CH2:17][N:16](C(OC(C)(C)C)=O)[CH2:15][CH2:14]1, predict the reaction product. The product is: [CH3:8][O:9][C:10]1[CH:29]=[C:28]([N+:30]([O-:32])=[O:31])[CH:27]=[CH:26][C:11]=1[O:12][CH:13]1[CH2:18][CH2:17][NH:16][CH2:15][CH2:14]1. (7) Given the reactants [CH3:1][S:2]([N:5]1[CH2:9][C@H:8]([S:10][CH2:11][C:12]2[CH:17]=[CH:16][C:15]([O:18][CH3:19])=[CH:14][CH:13]=2)[CH2:7][C@H:6]1[CH2:20]OS(C)(=O)=O)(=[O:4])=[O:3].[Na+].[I-].[H-].[Na+].[NH4+].[Cl-], predict the reaction product. The product is: [CH2:11]([S:10][CH2:20][C@@H:6]1[CH2:7][C@@H:8]([S:10][CH2:11][C:12]2[CH:13]=[CH:14][C:15]([O:18][CH3:19])=[CH:16][CH:17]=2)[CH2:9][N:5]1[S:2]([CH3:1])(=[O:3])=[O:4])[C:12]1[CH:17]=[CH:16][CH:15]=[CH:14][CH:13]=1. (8) Given the reactants [Cl:1][C:2]1[CH:3]=[C:4]([N:10]2[C:14]([CH3:15])=[C:13]([CH2:16][C:17]3[CH:18]=[C:19]([CH:24]=[CH:25][CH:26]=3)[C:20]([O:22]C)=[O:21])[C:12]([CH3:27])=[N:11]2)[CH:5]=[CH:6][C:7]=1[C:8]#[N:9].Cl, predict the reaction product. The product is: [Cl:1][C:2]1[CH:3]=[C:4]([N:10]2[C:14]([CH3:15])=[C:13]([CH2:16][C:17]3[CH:18]=[C:19]([CH:24]=[CH:25][CH:26]=3)[C:20]([OH:22])=[O:21])[C:12]([CH3:27])=[N:11]2)[CH:5]=[CH:6][C:7]=1[C:8]#[N:9].